From a dataset of Catalyst prediction with 721,799 reactions and 888 catalyst types from USPTO. Predict which catalyst facilitates the given reaction. (1) Reactant: [OH:1][CH2:2][C@H:3]([CH3:23])[O:4][C:5]1[CH:6]=[C:7]([OH:22])[CH:8]=[C:9]([C:11]2[NH:12][C:13]([C:16]3[O:17][C@@H:18]([CH3:21])[CH2:19][N:20]=3)=[CH:14][CH:15]=2)[CH:10]=1.F[C:25]1[CH:30]=[CH:29][C:28]([S:31]([N:34]2[CH2:39][CH2:38][N:37]([CH3:40])[CH2:36][CH2:35]2)(=[O:33])=[O:32])=[CH:27][CH:26]=1.C(=O)([O-])[O-].[K+].[K+].O. Product: [CH3:21][C@@H:18]1[O:17][C:16]([C:13]2[NH:12][C:11]([C:9]3[CH:10]=[C:5]([CH:6]=[C:7]([O:22][C:25]4[CH:30]=[CH:29][C:28]([S:31]([N:34]5[CH2:39][CH2:38][N:37]([CH3:40])[CH2:36][CH2:35]5)(=[O:32])=[O:33])=[CH:27][CH:26]=4)[CH:8]=3)[O:4][C@@H:3]([CH3:23])[CH2:2][OH:1])=[CH:15][CH:14]=2)=[N:20][CH2:19]1. The catalyst class is: 9. (2) The catalyst class is: 567. Reactant: [F:1][C:2]1[CH:19]=[CH:18][C:5](/[CH:6]=[N:7]/[C:8]2[CH:16]=[CH:15][CH:14]=[C:13]3[C:9]=2[CH2:10][O:11][C:12]3=[O:17])=[CH:4][CH:3]=1.[CH3:20][N:21]1[CH:25]=[N:24][N:23]=[C:22]1[CH:26]=O.[O-:28][CH2:29][CH3:30].[Na+].C(O)C. Product: [F:1][C:2]1[CH:3]=[CH:4][C:5]([CH:6]2[CH:26]([C:22]3[N:21]([CH3:20])[CH:25]=[N:24][N:23]=3)[C:29](=[O:28])[C:30]3[C:13]([C:12]([O:11][CH2:10][CH3:9])=[O:17])=[CH:14][CH:15]=[CH:16][C:8]=3[NH:7]2)=[CH:18][CH:19]=1. (3) Reactant: [N+:1]([C:4]1[C:13]2[C:8](=[CH:9][CH:10]=[CH:11][CH:12]=2)[C:7]([O:14][C:15]([C:18]2[CH:23]=[CH:22][N:21]=[C:20]([NH2:24])[CH:19]=2)([CH3:17])[CH3:16])=[CH:6][CH:5]=1)([O-])=O.[H][H]. Product: [NH2:1][C:4]1[C:13]2[C:8](=[CH:9][CH:10]=[CH:11][CH:12]=2)[C:7]([O:14][C:15]([C:18]2[CH:23]=[CH:22][N:21]=[C:20]([NH2:24])[CH:19]=2)([CH3:17])[CH3:16])=[CH:6][CH:5]=1. The catalyst class is: 465. (4) Reactant: [Cl:1][C:2]1[CH:7]=[C:6](/[N:8]=[C:9](/[NH:12][C:13]#[N:14])\SC)[CH:5]=[C:4]([C:15]([F:18])([F:17])[F:16])[C:3]=1[C:19]1[CH2:24][CH2:23][N:22]([C:25]([O:27][C:28]([CH3:31])([CH3:30])[CH3:29])=[O:26])[CH2:21][CH:20]=1.[NH2:32][NH2:33]. Product: [NH2:14][C:13]1[NH:33][N:32]=[C:9]([NH:8][C:6]2[CH:5]=[C:4]([C:15]([F:18])([F:17])[F:16])[C:3]([C:19]3[CH2:24][CH2:23][N:22]([C:25]([O:27][C:28]([CH3:31])([CH3:30])[CH3:29])=[O:26])[CH2:21][CH:20]=3)=[C:2]([Cl:1])[CH:7]=2)[N:12]=1. The catalyst class is: 8. (5) Reactant: C1([O:7][C:8](=O)[N:9]([C:19]2[CH:24]=[C:23]([O:25][C:26]3[CH:31]=[CH:30][C:29]([NH:32][C:33]([C:35]4([C:38](=[O:47])[NH:39][C:40]5[CH:45]=[CH:44][C:43]([F:46])=[CH:42][CH:41]=5)[CH2:37][CH2:36]4)=[O:34])=[CH:28][C:27]=3[F:48])[CH:22]=[CH:21][N:20]=2)C(OC2C=CC=CC=2)=O)C=CC=CC=1.Cl.Cl.[N:52]1([CH:56]2[CH2:61][CH2:60][NH:59][CH2:58][CH2:57]2)[CH2:55][CH2:54][CH2:53]1.C(N(CC)CC)C. Product: [N:52]1([CH:56]2[CH2:61][CH2:60][N:59]([C:8]([NH:9][C:19]3[CH:24]=[C:23]([O:25][C:26]4[CH:31]=[CH:30][C:29]([NH:32][C:33]([C:35]5([C:38]([NH:39][C:40]6[CH:41]=[CH:42][C:43]([F:46])=[CH:44][CH:45]=6)=[O:47])[CH2:37][CH2:36]5)=[O:34])=[CH:28][C:27]=4[F:48])[CH:22]=[CH:21][N:20]=3)=[O:7])[CH2:58][CH2:57]2)[CH2:55][CH2:54][CH2:53]1. The catalyst class is: 9. (6) Reactant: [Li][CH2:2][CH2:3][CH2:4][CH3:5].C(N[CH:10]([CH3:12])C)(C)C.CN(C)P(N(C)C)(N(C)C)=[O:16].Br[CH2:25][Br:26].[CH2:27]1[CH2:31][O:30][CH2:29][CH2:28]1. Product: [Br:26][CH2:25][C:28]1([C:29]([O:30][CH2:31][CH3:27])=[O:16])[CH2:12][CH2:10][C:4](=[CH2:5])[CH2:3][CH2:2]1. The catalyst class is: 521.